From a dataset of Full USPTO retrosynthesis dataset with 1.9M reactions from patents (1976-2016). Predict the reactants needed to synthesize the given product. (1) Given the product [Cl:15][C:16]1[CH:21]=[CH:20][C:19]([CH:22]([NH:29][C:2]2[C:11]3[C:6](=[C:7]([O:12][CH3:13])[CH:8]=[CH:9][CH:10]=3)[N:5]=[C:4]([CH3:14])[CH:3]=2)[C:23]2[CH:28]=[CH:27][N:26]=[CH:25][CH:24]=2)=[CH:18][CH:17]=1, predict the reactants needed to synthesize it. The reactants are: Cl[C:2]1[C:11]2[C:6](=[C:7]([O:12][CH3:13])[CH:8]=[CH:9][CH:10]=2)[N:5]=[C:4]([CH3:14])[CH:3]=1.[Cl:15][C:16]1[CH:21]=[CH:20][C:19]([CH:22]([NH2:29])[C:23]2[CH:28]=[CH:27][N:26]=[CH:25][CH:24]=2)=[CH:18][CH:17]=1.CN(C)C=O. (2) Given the product [CH:20]1([C@H:23]([NH:25][C:2]2[N:7]=[C:6]([NH:30][C@@H:34]([CH:35]3[CH2:38][CH2:37]3)[CH3:36])[N:5]=[C:4]([C:9]3[CH:14]=[CH:13][CH:12]=[C:11]([C:15]([F:18])([F:17])[F:16])[N:10]=3)[N:3]=2)[CH3:24])[CH2:22][CH2:21]1, predict the reactants needed to synthesize it. The reactants are: Cl[C:2]1[N:7]=[C:6](Cl)[N:5]=[C:4]([C:9]2[CH:14]=[CH:13][CH:12]=[C:11]([C:15]([F:18])([F:17])[F:16])[N:10]=2)[N:3]=1.Cl.[CH:20]1([C@H:23]([NH2:25])[CH3:24])[CH2:22][CH2:21]1.[F-].[Cs+].CC[N:30]([CH:34]([CH3:36])[CH3:35])C(C)C.[CH2:37]1COC[CH2:38]1. (3) Given the product [CH:1]([N:3]1[CH2:8][CH2:7][N:6]([C:9]2[C:17]3[CH:16]=[C:15]([C:18]([OH:20])=[O:19])[S:14][C:13]=3[CH:12]=[CH:11][CH:10]=2)[CH2:5][CH2:4]1)=[O:2], predict the reactants needed to synthesize it. The reactants are: [CH:1]([N:3]1[CH2:8][CH2:7][N:6]([C:9]2[C:17]3[CH:16]=[C:15]([C:18]([O:20]CC)=[O:19])[S:14][C:13]=3[CH:12]=[CH:11][CH:10]=2)[CH2:5][CH2:4]1)=[O:2].O.[OH-].[Li+].